Dataset: Full USPTO retrosynthesis dataset with 1.9M reactions from patents (1976-2016). Task: Predict the reactants needed to synthesize the given product. (1) Given the product [Br:20][C:13]1[C:12]([O:15][CH3:16])=[C:11]([C:17]#[N:18])[C:10](=[O:19])[N:9]([CH:4]([CH:1]2[CH2:3][CH2:2]2)[C:5]([F:8])([F:7])[F:6])[CH:14]=1, predict the reactants needed to synthesize it. The reactants are: [CH:1]1([CH:4]([N:9]2[CH:14]=[CH:13][C:12]([O:15][CH3:16])=[C:11]([C:17]#[N:18])[C:10]2=[O:19])[C:5]([F:8])([F:7])[F:6])[CH2:3][CH2:2]1.[Br:20]N1C(=O)CCC1=O.C(=O)([O-])O.[Na+]. (2) Given the product [CH3:1][O:2][C:3](=[O:15])[C:4]1[CH:9]=[C:8]([C:19]2[CH:20]=[CH:21][N:16]=[CH:17][CH:18]=2)[CH:7]=[C:6]([N+:11]([O-:13])=[O:12])[C:5]=1[NH2:14], predict the reactants needed to synthesize it. The reactants are: [CH3:1][O:2][C:3](=[O:15])[C:4]1[CH:9]=[C:8](Br)[CH:7]=[C:6]([N+:11]([O-:13])=[O:12])[C:5]=1[NH2:14].[N:16]1[CH:21]=[CH:20][C:19](B(O)O)=[CH:18][CH:17]=1. (3) Given the product [Cl:1][C:2]1[CH:3]=[CH:4][C:5]([S:8]([NH:11][C@@H:12]2[CH2:17][CH2:16][CH2:15][N:14]([C:18]3[N:23]4[N:24]=[CH:25][CH:26]=[C:22]4[N:21]=[C:20]([CH3:27])[C:19]=3[CH:28]([CH2:34][CH2:35][CH3:36])[C:29]([OH:31])=[O:30])[CH2:13]2)(=[O:9])=[O:10])=[CH:6][CH:7]=1, predict the reactants needed to synthesize it. The reactants are: [Cl:1][C:2]1[CH:7]=[CH:6][C:5]([S:8]([NH:11][C@@H:12]2[CH2:17][CH2:16][CH2:15][N:14]([C:18]3[N:23]4[N:24]=[CH:25][CH:26]=[C:22]4[N:21]=[C:20]([CH3:27])[C:19]=3[CH:28]([CH2:34][CH2:35][CH3:36])[C:29]([O:31]CC)=[O:30])[CH2:13]2)(=[O:10])=[O:9])=[CH:4][CH:3]=1.[OH-].[Na+]. (4) Given the product [CH2:1]([O:3][C:4]([C:6]1[N:7]([CH3:19])[N:8]=[C:9]([C:11]2[C:16]([F:17])=[CH:15][C:14]([Cl:18])=[CH:13][N:12]=2)[C:10]=1[Cl:25])=[O:5])[CH3:2], predict the reactants needed to synthesize it. The reactants are: [CH2:1]([O:3][C:4]([C:6]1[N:7]([CH3:19])[N:8]=[C:9]([C:11]2[C:16]([F:17])=[CH:15][C:14]([Cl:18])=[CH:13][N:12]=2)[CH:10]=1)=[O:5])[CH3:2].C([O-])(=O)C.[Na+].[Cl:25]Cl. (5) Given the product [N:6]1([CH2:5][CH2:4][CH2:3][CH2:2][N:24]2[CH2:25][CH2:26][CH:21]([CH:15]3[CH2:20][CH2:19][CH2:18][CH2:17][CH2:16]3)[CH2:22][CH2:23]2)[C:10]2[CH:11]=[CH:12][CH:13]=[CH:14][C:9]=2[N:8]=[N:7]1, predict the reactants needed to synthesize it. The reactants are: Cl[CH2:2][CH2:3][CH2:4][CH2:5][N:6]1[C:10]2[CH:11]=[CH:12][CH:13]=[CH:14][C:9]=2[N:8]=[N:7]1.[CH:15]1([CH:21]2[CH2:26][CH2:25][NH:24][CH2:23][CH2:22]2)[CH2:20][CH2:19][CH2:18][CH2:17][CH2:16]1.C(N(C(C)C)CC)(C)C.[I-].[K+]. (6) Given the product [CH3:21][C:16]1[CH:17]=[C:18]([CH3:20])[N:19]=[C:14]([SH:13])[N:15]=1, predict the reactants needed to synthesize it. The reactants are: CNCCN.C(OC([S:13][C:14]1[N:19]=[C:18]([CH3:20])[CH:17]=[C:16]([CH3:21])[N:15]=1)=O)(C)(C)C.